Dataset: CYP2C9 inhibition data for predicting drug metabolism from PubChem BioAssay. Task: Regression/Classification. Given a drug SMILES string, predict its absorption, distribution, metabolism, or excretion properties. Task type varies by dataset: regression for continuous measurements (e.g., permeability, clearance, half-life) or binary classification for categorical outcomes (e.g., BBB penetration, CYP inhibition). Dataset: cyp2c9_veith. (1) The drug is N=C(N)SCC(=O)O. The result is 0 (non-inhibitor). (2) The result is 1 (inhibitor). The molecule is CCn1c2ccccc2c2cc(NS(=O)(=O)c3ccccc3C)ccc21. (3) The molecule is C=CCN1C[C@@H](C)N([C@H](c2ccc(C(=O)N(CC)CC)cc2)c2cccc(OC)c2)C[C@H]1C. The result is 0 (non-inhibitor).